Dataset: Reaction yield outcomes from USPTO patents with 853,638 reactions. Task: Predict the reaction yield, written as a fraction of the theoretical maximum amount of product (1.0 means a 100% yield; for example, 0.34 means a 34% yield). (1) The reactants are [CH3:1][O:2][C:3]1[CH:8]=[CH:7][CH:6]=[CH:5][C:4]=1[CH2:9][C:10]([O:12][CH3:13])=[O:11].C1COCC1.C([N-]C(C)C)(C)C.[Li+].[CH2:27](Br)[C:28]1[CH:33]=[CH:32][CH:31]=[CH:30][CH:29]=1. The catalyst is CCCCCCC.C1COCC1. The product is [CH3:1][O:2][C:3]1[CH:8]=[CH:7][CH:6]=[CH:5][C:4]=1[CH:9]([CH2:27][C:28]1[CH:33]=[CH:32][CH:31]=[CH:30][CH:29]=1)[C:10]([O:12][CH3:13])=[O:11]. The yield is 0.350. (2) The catalyst is C1COCC1. The product is [OH:20][CH2:19][CH2:18][CH2:17][C:14]1[C:15](=[O:16])[N:10]([CH2:9][C:6]2[CH:5]=[CH:4][C:3]([O:2][CH3:1])=[CH:8][CH:7]=2)[NH:11][C:12](=[O:26])[CH:13]=1. The reactants are [CH3:1][O:2][C:3]1[CH:8]=[CH:7][C:6]([CH2:9][N:10]2[C:15](=[O:16])[C:14]([CH2:17][CH2:18][C:19](OCCCC)=[O:20])=[CH:13][C:12](=[O:26])[NH:11]2)=[CH:5][CH:4]=1.[H-].[Al+3].[Li+].[H-].[H-].[H-].Cl. The yield is 0.670. (3) The reactants are [Cl:1][C:2]1[CH:7]=[CH:6][C:5]([CH:8]2[CH2:13][NH:12][C:11](=[O:14])[C:10]3[S:15][C:16]([N:18]4[CH2:23][CH2:22][O:21][CH2:20][CH2:19]4)=[CH:17][C:9]2=3)=[CH:4][CH:3]=1.CC(C)([O-])C.[K+].Br[CH2:31][C:32]([O:34][CH3:35])=[O:33]. The catalyst is C1COCC1. The product is [Cl:1][C:2]1[CH:7]=[CH:6][C:5]([CH:8]2[CH2:13][N:12]([CH2:31][C:32]([O:34][CH3:35])=[O:33])[C:11](=[O:14])[C:10]3[S:15][C:16]([N:18]4[CH2:23][CH2:22][O:21][CH2:20][CH2:19]4)=[CH:17][C:9]2=3)=[CH:4][CH:3]=1. The yield is 0.840. (4) The reactants are Cl[C:2]1[C:3]([NH:8][C:9]2[CH:14]=[CH:13][CH:12]=[CH:11][CH:10]=2)=[N:4][CH:5]=[CH:6][N:7]=1.[CH3:15][C:16]1[CH:17]=[C:18]([CH:20]=[C:21]([CH3:23])[CH:22]=1)[NH2:19]. The catalyst is C1(C)C=CC=CC=1.C1(P(C2C=CC=CC=2)C2C=CC3C(=CC=CC=3)C=2C2C3C(=CC=CC=3)C=CC=2P(C2C=CC=CC=2)C2C=CC=CC=2)C=CC=CC=1. The product is [CH3:15][C:16]1[CH:17]=[C:18]([NH:19][C:2]2[C:3]([NH:8][C:9]3[CH:14]=[CH:13][CH:12]=[CH:11][CH:10]=3)=[N:4][CH:5]=[CH:6][N:7]=2)[CH:20]=[C:21]([CH3:23])[CH:22]=1. The yield is 0.710. (5) The reactants are [Si:1]([O:8][C:9]1[CH:14]=[C:13]([F:15])[C:12]([C:16]2[N:17]=[C:18]3[CH:23]=[CH:22][CH:21]=[C:20]([O:24][CH2:25][CH2:26][OH:27])[N:19]3[C:28]=2[NH:29][C:30]2[CH:39]=[CH:38][C:33]3[O:34][CH2:35][CH2:36][O:37][C:32]=3[CH:31]=2)=[C:11]([F:40])[CH:10]=1)([C:4]([CH3:7])([CH3:6])[CH3:5])([CH3:3])[CH3:2].[S:41](Cl)([C:44]1[CH:50]=[CH:49][C:47]([CH3:48])=[CH:46][CH:45]=1)(=[O:43])=[O:42]. The catalyst is C(Cl)Cl. The product is [CH3:48][C:47]1[CH:49]=[CH:50][C:44]([S:41]([O:27][CH2:26][CH2:25][O:24][C:20]2[N:19]3[C:28]([NH:29][C:30]4[CH:39]=[CH:38][C:33]5[O:34][CH2:35][CH2:36][O:37][C:32]=5[CH:31]=4)=[C:16]([C:12]4[C:13]([F:15])=[CH:14][C:9]([O:8][Si:1]([C:4]([CH3:5])([CH3:6])[CH3:7])([CH3:3])[CH3:2])=[CH:10][C:11]=4[F:40])[N:17]=[C:18]3[CH:23]=[CH:22][CH:21]=2)(=[O:43])=[O:42])=[CH:45][CH:46]=1. The yield is 0.540.